From a dataset of Catalyst prediction with 721,799 reactions and 888 catalyst types from USPTO. Predict which catalyst facilitates the given reaction. (1) Reactant: [CH3:1][O:2][C:3]1[CH:4]=[C:5]2[C:10](=[CH:11][C:12]=1[O:13][CH3:14])[N:9]=[CH:8][N:7]=[C:6]2[O:15][C:16]1[CH:22]=[CH:21][C:19]([NH2:20])=[CH:18][CH:17]=1.C1(C)C=CC=CC=1.C(N(CC)CC)C.Cl[C:38](Cl)([O:40][C:41](=[O:47])OC(Cl)(Cl)Cl)Cl.[F:49][C:50]([F:60])([F:59])[C:51]1[CH:58]=[CH:57][C:54](CO)=[CH:53][CH:52]=1. Product: [CH3:1][O:2][C:3]1[CH:4]=[C:5]2[C:10](=[CH:11][C:12]=1[O:13][CH3:14])[N:9]=[CH:8][N:7]=[C:6]2[O:15][C:16]1[CH:22]=[CH:21][C:19]([NH:20][C:41](=[O:47])[O:40][CH2:38][C:54]2[CH:57]=[CH:58][C:51]([C:50]([F:60])([F:59])[F:49])=[CH:52][CH:53]=2)=[CH:18][CH:17]=1. The catalyst class is: 2. (2) Product: [C:1]([O:5][C:6]([N:8]1[C@H:12]([CH2:13][C:14]2[CH:15]=[CH:16][C:17]([C:20]3[CH:21]=[CH:22][CH:23]=[CH:24][CH:25]=3)=[CH:18][CH:19]=2)[CH2:11][CH:10]([CH2:26][O:27][S:46]([C:43]2[CH:44]=[CH:45][C:40]([CH3:60])=[CH:41][CH:42]=2)(=[O:48])=[O:47])[C:9]1=[O:28])=[O:7])([CH3:3])([CH3:2])[CH3:4]. The catalyst class is: 13. Reactant: [C:1]([O:5][C:6]([N:8]1[C@H:12]([CH2:13][C:14]2[CH:19]=[CH:18][C:17]([C:20]3[CH:25]=[CH:24][CH:23]=[CH:22][CH:21]=3)=[CH:16][CH:15]=2)[CH2:11][CH:10]([CH2:26][OH:27])[C:9]1=[O:28])=[O:7])([CH3:4])([CH3:3])[CH3:2].C(Cl)(Cl)Cl.C(N(CC)CC)C.[C:40]1([CH3:60])[CH:45]=[CH:44][C:43]([S:46](O[S:46]([C:43]2[CH:44]=[CH:45][C:40]([CH3:60])=[CH:41][CH:42]=2)(=[O:48])=[O:47])(=[O:48])=[O:47])=[CH:42][CH:41]=1. (3) Reactant: C(OC([N:8]1[CH:13]2[CH2:14][CH2:15][CH:9]1[C:10](=[O:24])[N:11]([CH2:16][C:17]1[CH:22]=[CH:21][C:20]([F:23])=[CH:19][CH:18]=1)[CH2:12]2)=O)(C)(C)C.FC(F)(F)C(O)=O.[OH-].[Na+]. Product: [F:23][C:20]1[CH:19]=[CH:18][C:17]([CH2:16][N:11]2[CH2:12][CH:13]3[NH:8][CH:9]([CH2:15][CH2:14]3)[C:10]2=[O:24])=[CH:22][CH:21]=1. The catalyst class is: 4. (4) Reactant: [N:1]1[CH:6]=[CH:5][N:4]=[CH:3][C:2]=1[C:7]([OH:9])=[O:8].[F:10][C:11]1[CH:12]=[C:13]([N:30]2[CH2:34][C@H:33]([CH2:35][N:36]3[CH:40]=[CH:39][N:38]=[N:37]3)[O:32][C:31]2=[O:41])[CH:14]=[CH:15][C:16]=1[C:17]1[CH:18]=[N:19][C:20]([C:23]2[CH2:27][C@@H:26]([CH2:28]O)[O:25][N:24]=2)=[CH:21][CH:22]=1.CN(C=O)C.C(N=C=NC(C)C)(C)C. Product: [F:10][C:11]1[CH:12]=[C:13]([N:30]2[CH2:34][C@H:33]([CH2:35][N:36]3[CH:40]=[CH:39][N:38]=[N:37]3)[O:32][C:31]2=[O:41])[CH:14]=[CH:15][C:16]=1[C:17]1[CH:22]=[CH:21][C:20]([C:23]2[CH2:27][C@@H:26]([CH2:28][O:8][C:7]([C:2]3[CH:3]=[N:4][CH:5]=[CH:6][N:1]=3)=[O:9])[O:25][N:24]=2)=[N:19][CH:18]=1. The catalyst class is: 768. (5) Reactant: C[O-].[Na+].[C:4]([S:7][CH2:8][C@@H:9]1[C@@H:13]([OH:14])[CH2:12][N:11]([C:15]([O:17][C:18]([CH3:21])([CH3:20])[CH3:19])=[O:16])[CH2:10]1)(=O)C.BrC1[S:24][CH:25]=[CH:26][N:27]=1.O. Product: [OH:14][C@@H:13]1[C@@H:9]([CH2:8][S:7][C:4]2[S:24][CH:25]=[CH:26][N:27]=2)[CH2:10][N:11]([C:15]([O:17][C:18]([CH3:21])([CH3:20])[CH3:19])=[O:16])[CH2:12]1. The catalyst class is: 5. (6) Reactant: ClCCl.B(Br)(Br)Br.C(Cl)(Cl)Cl.C[O:13][C:14]1[CH:19]=[CH:18][C:17]([C:20]2[C:21]3[CH:32]=[CH:31][N:30]=[CH:29][C:22]=3[C:23]3[N:24]([CH:26]=[N:27][N:28]=3)[N:25]=2)=[CH:16][CH:15]=1. Product: [N:28]1[N:27]=[CH:26][N:24]2[C:23]=1[C:22]1[CH:29]=[N:30][CH:31]=[CH:32][C:21]=1[C:20]([C:17]1[CH:16]=[CH:15][C:14]([OH:13])=[CH:19][CH:18]=1)=[N:25]2. The catalyst class is: 6. (7) The catalyst class is: 17. Product: [Br:1][C:2]1[CH:18]=[CH:17][C:5]2[C:6]3[N:7]=[C:8]([C:14]#[N:16])[S:9][C:10]=3[CH2:11][CH2:12][O:13][C:4]=2[CH:3]=1. Reactant: [Br:1][C:2]1[CH:18]=[CH:17][C:5]2[C:6]3[N:7]=[C:8]([C:14]([NH2:16])=O)[S:9][C:10]=3[CH2:11][CH2:12][O:13][C:4]=2[CH:3]=1.P(Cl)(Cl)(Cl)=O.O.